From a dataset of hERG Central: cardiac toxicity at 1µM, 10µM, and general inhibition. Predict hERG channel inhibition at various concentrations. (1) The compound is O=C(NCc1cccnc1)c1cccc(-c2cc3ccccc3oc2=O)c1. Results: hERG_inhib (hERG inhibition (general)): blocker. (2) The compound is Cc1ccc2c(c1)nnn2C1CCN(C(=O)NCc2ccccc2)CC1. Results: hERG_inhib (hERG inhibition (general)): blocker. (3) Results: hERG_inhib (hERG inhibition (general)): blocker. The drug is COc1ccc(/C=C/CN2CCN(CCc3ccccc3)C(CCO)C2)cc1.